Dataset: Catalyst prediction with 721,799 reactions and 888 catalyst types from USPTO. Task: Predict which catalyst facilitates the given reaction. Product: [F:1][C:2]1[CH:3]=[CH:4][C:5]([O:19][CH3:20])=[C:6]([C:8]([CH3:18])([CH3:17])[CH2:9][C:10]([OH:11])([C:13]([F:16])([F:15])[F:14])[CH2:12][N:25]2[C:26]3[C:31](=[CH:30][CH:29]=[CH:28][CH:27]=3)[C:22](=[O:21])[C:23]([CH2:32][OH:33])=[CH:24]2)[CH:7]=1. Reactant: [F:1][C:2]1[CH:3]=[CH:4][C:5]([O:19][CH3:20])=[C:6]([C:8]([CH3:18])([CH3:17])[CH2:9][C:10]2([C:13]([F:16])([F:15])[F:14])[CH2:12][O:11]2)[CH:7]=1.[OH:21][C:22]1[C:31]2[C:26](=[CH:27][CH:28]=[CH:29][CH:30]=2)[N:25]=[CH:24][C:23]=1[CH2:32][OH:33].[O-]CC.[Na+].C(=O)(O)[O-].[Na+]. The catalyst class is: 8.